From a dataset of Peptide-MHC class I binding affinity with 185,985 pairs from IEDB/IMGT. Regression. Given a peptide amino acid sequence and an MHC pseudo amino acid sequence, predict their binding affinity value. This is MHC class I binding data. (1) The peptide sequence is FLGRIWPS. The MHC is HLA-A02:03 with pseudo-sequence HLA-A02:03. The binding affinity (normalized) is 1.00. (2) The peptide sequence is MIDSDEWVY. The MHC is HLA-B15:17 with pseudo-sequence HLA-B15:17. The binding affinity (normalized) is 0.0847. (3) The peptide sequence is VFNNYMPYVF. The MHC is HLA-A24:02 with pseudo-sequence HLA-A24:02. The binding affinity (normalized) is 0.777. (4) The peptide sequence is SYMMDDLELI. The MHC is HLA-A03:01 with pseudo-sequence HLA-A03:01. The binding affinity (normalized) is 0.0847. (5) The peptide sequence is KQYDSTDFK. The MHC is HLA-A11:01 with pseudo-sequence HLA-A11:01. The binding affinity (normalized) is 0.675. (6) The peptide sequence is ILQDRIRMY. The MHC is HLA-B57:01 with pseudo-sequence HLA-B57:01. The binding affinity (normalized) is 0.0847.